From a dataset of Forward reaction prediction with 1.9M reactions from USPTO patents (1976-2016). Predict the product of the given reaction. (1) Given the reactants [CH:1]1[C:15]2=[C:16]3[C:8]([C:9]4[C:14]2=[CH:13][CH:12]=[CH:11][CH:10]=4)=[CH:7][CH:6]=[CH:5][C:4]3=[C:3](B(O)O)[CH:2]=1.[Br:20][C:21]1[CH:22]=[C:23](I)[CH:24]=[CH:25][CH:26]=1.C1(C)C=CC=CC=1.C(=O)([O-])[O-].[Na+].[Na+], predict the reaction product. The product is: [Br:20][C:21]1[CH:22]=[C:23]([C:5]2[CH:6]=[CH:7][C:8]3[C:9]4[C:14]([C:15]5[C:16]=3[C:4]=2[CH:3]=[CH:2][CH:1]=5)=[CH:13][CH:12]=[CH:11][CH:10]=4)[CH:24]=[CH:25][CH:26]=1. (2) Given the reactants [CH3:1][O:2][C:3]1[CH:10]=[C:9]([C:11]([F:14])([F:13])[F:12])[CH:8]=[C:7]([N+]([O-])=O)[C:4]=1[C:5]#[N:6].[CH2:18]([OH:25])[C:19]1[CH:24]=[CH:23][CH:22]=[CH:21][CH:20]=1.[OH-].[K+], predict the reaction product. The product is: [CH2:18]([O:25][C:7]1[CH:8]=[C:9]([C:11]([F:14])([F:13])[F:12])[CH:10]=[C:3]([O:2][CH3:1])[C:4]=1[C:5]#[N:6])[C:19]1[CH:24]=[CH:23][CH:22]=[CH:21][CH:20]=1. (3) Given the reactants [Br:1][C:2]1[CH:3]=[N:4][N:5]([CH3:18])[C:6]=1[C:7]1[CH:12]=[C:11]([N+:13]([O-])=O)[CH:10]=[CH:9][C:8]=1[O:16][CH3:17].O.O.Cl[Sn]Cl.CCOC(C)=O.CCCCCC, predict the reaction product. The product is: [Br:1][C:2]1[CH:3]=[N:4][N:5]([CH3:18])[C:6]=1[C:7]1[CH:12]=[C:11]([NH2:13])[CH:10]=[CH:9][C:8]=1[O:16][CH3:17]. (4) Given the reactants I[C:2]1[C:10]2[C:5](=[CH:6][N:7]=[C:8]([C:11]3[CH:12]=[N:13][CH:14]=[CH:15][CH:16]=3)[CH:9]=2)[N:4]([CH2:17][O:18][CH2:19][CH2:20][Si:21]([CH3:24])([CH3:23])[CH3:22])[N:3]=1.[F:25][C:26]1[CH:31]=[CH:30][CH:29]=[C:28]([Sn](CCCC)(CCCC)CCCC)[N:27]=1.[Li+].[Cl-], predict the reaction product. The product is: [F:25][C:26]1[N:27]=[C:28]([C:2]2[C:10]3[C:5](=[CH:6][N:7]=[C:8]([C:11]4[CH:12]=[N:13][CH:14]=[CH:15][CH:16]=4)[CH:9]=3)[N:4]([CH2:17][O:18][CH2:19][CH2:20][Si:21]([CH3:24])([CH3:23])[CH3:22])[N:3]=2)[CH:29]=[CH:30][CH:31]=1. (5) The product is: [O:23]=[S:24]1(=[O:30])[CH2:29][CH2:28][N:27]([CH2:19][C:6]2[CH:7]=[C:8]3[C:12](=[C:4]([N+:1]([O-:3])=[O:2])[CH:5]=2)[NH:11][C:10]([C:13]2[CH:18]=[CH:17][CH:16]=[CH:15][CH:14]=2)=[CH:9]3)[CH2:26][CH2:25]1. Given the reactants [N+:1]([C:4]1[CH:5]=[C:6]([CH2:19]O)[CH:7]=[C:8]2[C:12]=1[NH:11][C:10]([C:13]1[CH:18]=[CH:17][CH:16]=[CH:15][CH:14]=1)=[CH:9]2)([O-:3])=[O:2].II.[O:23]=[S:24]1(=[O:30])[CH2:29][CH2:28][NH:27][CH2:26][CH2:25]1, predict the reaction product. (6) Given the reactants [CH3:1][S:2]([OH:5])(=[O:4])=[O:3].[Cl:6][C:7]1[CH:30]=[CH:29][C:10]([NH:11][C:12]2[C:21]3[C:16](=[CH:17][CH:18]=[CH:19][CH:20]=3)[C:15]([CH2:22][C:23]3[CH:28]=[CH:27][N:26]=[CH:25][CH:24]=3)=[N:14][N:13]=2)=[CH:9][CH:8]=1, predict the reaction product. The product is: [S:2]([OH:5])(=[O:4])(=[O:3])[CH3:1].[S:2]([OH:5])(=[O:4])(=[O:3])[CH3:1].[Cl:6][C:7]1[CH:8]=[CH:9][C:10]([NH:11][C:12]2[C:21]3[C:16](=[CH:17][CH:18]=[CH:19][CH:20]=3)[C:15]([CH2:22][C:23]3[CH:28]=[CH:27][N:26]=[CH:25][CH:24]=3)=[N:14][N:13]=2)=[CH:29][CH:30]=1. (7) Given the reactants C[O:2][C:3]([C:5]1[CH:10]=[CH:9][C:8]([C:11]2[CH:16]=[C:15]([Cl:17])[C:14]([CH2:18][C@@H:19]3[CH2:23][CH2:22][N:21]([N:24]4[CH2:29][CH2:28][CH2:27][CH2:26][CH2:25]4)[C:20]3=[O:30])=[C:13]([Cl:31])[CH:12]=2)=[CH:7][CH:6]=1)=[O:4].[OH-].[Na+], predict the reaction product. The product is: [Cl:31][C:13]1[CH:12]=[C:11]([C:8]2[CH:7]=[CH:6][C:5]([C:3]([OH:4])=[O:2])=[CH:10][CH:9]=2)[CH:16]=[C:15]([Cl:17])[C:14]=1[CH2:18][C@@H:19]1[CH2:23][CH2:22][N:21]([N:24]2[CH2:29][CH2:28][CH2:27][CH2:26][CH2:25]2)[C:20]1=[O:30]. (8) The product is: [N:18]1[CH:19]=[CH:20][CH:21]=[CH:22][C:17]=1[NH:16][C:13]1[CH:14]=[CH:15][C:10]([O:9][C:4]2[C:3]([C:31]3[CH2:36][CH2:35][N:34]([C:37](=[O:39])[CH3:38])[CH2:33][CH:32]=3)=[CH:8][CH:7]=[CH:6][N:5]=2)=[CH:11][CH:12]=1. Given the reactants Cl.Br[C:3]1[C:4]([O:9][C:10]2[CH:15]=[CH:14][C:13]([NH:16][C:17]3[CH:22]=[CH:21][CH:20]=[CH:19][N:18]=3)=[CH:12][CH:11]=2)=[N:5][CH:6]=[CH:7][CH:8]=1.CC1(C)C(C)(C)OB([C:31]2[CH2:36][CH2:35][N:34]([C:37](=[O:39])[CH3:38])[CH2:33][CH:32]=2)O1.C([O-])(=O)C.[K+].CC(N)CC1C=CC=CC=1.OP(O)(O)=O, predict the reaction product. (9) The product is: [C:29]([O:33][C:34](=[O:47])[NH:35][CH2:36][CH2:37][C:38]1[O:46][C:42]([CH:43]([CH3:45])[CH3:44])=[N:41][N:40]=1)([CH3:32])([CH3:31])[CH3:30]. Given the reactants C1(P(C2C=CC=CC=2)C2C=CC=CC=2)C=CC=CC=1.II.C(N(CC)CC)C.[C:29]([O:33][C:34](=[O:47])[NH:35][CH2:36][CH2:37][C:38]([NH:40][NH:41][C:42](=[O:46])[CH:43]([CH3:45])[CH3:44])=O)([CH3:32])([CH3:31])[CH3:30], predict the reaction product. (10) Given the reactants [CH3:1][O:2][C:3]1[C:17]2[C:12](=[CH:13][CH:14]=[CH:15][CH:16]=2)[NH:11][C:10]2[C:5](=[CH:6][CH:7]=[CH:8][CH:9]=2)[CH:4]=1.C(=O)(OC(Cl)(Cl)Cl)[O:19][C:20](Cl)(Cl)[Cl:21], predict the reaction product. The product is: [CH3:1][O:2][C:3]1[C:17]2[CH:16]=[CH:15][CH:14]=[CH:13][C:12]=2[N:11]([C:20]([Cl:21])=[O:19])[C:10]2[CH:9]=[CH:8][CH:7]=[CH:6][C:5]=2[CH:4]=1.